Dataset: Forward reaction prediction with 1.9M reactions from USPTO patents (1976-2016). Task: Predict the product of the given reaction. (1) Given the reactants [CH3:1][N:2]([CH3:28])[C:3]1([C:22]2[CH:27]=[CH:26][CH:25]=[CH:24][CH:23]=2)[CH2:8][CH2:7][C:6]([C:10]#[C:11][CH2:12][CH2:13][CH2:14][O:15][CH:16]2[CH2:21][CH2:20][CH2:19][CH2:18][O:17]2)([OH:9])[CH2:5][CH2:4]1.[NH2:29][C:30]1[C:35](I)=[CH:34][CH:33]=[CH:32][N:31]=1.[Cl-].[Li+].C(=O)([O-])[O-].[Na+].[Na+].[Cl-].[Na+], predict the reaction product. The product is: [CH3:28][N:2]([CH3:1])[C:3]1([C:22]2[CH:23]=[CH:24][CH:25]=[CH:26][CH:27]=2)[CH2:4][CH2:5][C:6]([C:10]2[NH:29][C:30]3=[N:31][CH:32]=[CH:33][CH:34]=[C:35]3[C:11]=2[CH2:12][CH2:13][CH2:14][O:15][CH:16]2[CH2:21][CH2:20][CH2:19][CH2:18][O:17]2)([OH:9])[CH2:7][CH2:8]1. (2) The product is: [ClH:44].[NH2:7][CH:8]([CH2:35][C:36]1[CH:41]=[CH:40][C:39]([F:42])=[CH:38][CH:37]=1)[C:9]([N:11]1[CH2:16][CH2:15][N:14]([CH:17]([CH2:18][C:19]2[CH:28]=[CH:27][C:26]3[C:21](=[CH:22][CH:23]=[CH:24][CH:25]=3)[CH:20]=2)[C:29]([NH:30][CH3:31])=[O:32])[CH2:13][CH:12]1[CH2:33][CH3:34])=[O:10]. Given the reactants C(OC(=O)[NH:7][CH:8]([CH2:35][C:36]1[CH:41]=[CH:40][C:39]([F:42])=[CH:38][CH:37]=1)[C:9]([N:11]1[CH2:16][CH2:15][N:14]([CH:17]([C:29](=[O:32])[NH:30][CH3:31])[CH2:18][C:19]2[CH:28]=[CH:27][C:26]3[C:21](=[CH:22][CH:23]=[CH:24][CH:25]=3)[CH:20]=2)[CH2:13][CH:12]1[CH2:33][CH3:34])=[O:10])(C)(C)C.[Cl:44]CCCl, predict the reaction product.